Dataset: Full USPTO retrosynthesis dataset with 1.9M reactions from patents (1976-2016). Task: Predict the reactants needed to synthesize the given product. (1) The reactants are: [Cl:1][C:2]1[CH:3]=[C:4]([C:9]2([C:26]([F:29])([F:28])[F:27])[CH2:13][CH2:12][N:11]([C:14]3[CH:22]=[CH:21][C:17]([C:18]([OH:20])=O)=[C:16]([N+:23]([O-:25])=[O:24])[CH:15]=3)[CH2:10]2)[CH:5]=[C:6]([Cl:8])[CH:7]=1.[N:30]1[CH:35]=[CH:34][CH:33]=[CH:32][C:31]=1[CH2:36][NH2:37].Cl.C(N=C=NCCCN(C)C)C.O.ON1C2C=CC=CC=2N=N1. Given the product [Cl:8][C:6]1[CH:5]=[C:4]([C:9]2([C:26]([F:29])([F:27])[F:28])[CH2:13][CH2:12][N:11]([C:14]3[CH:22]=[CH:21][C:17]([C:18]([NH:37][CH2:36][C:31]4[CH:32]=[CH:33][CH:34]=[CH:35][N:30]=4)=[O:20])=[C:16]([N+:23]([O-:25])=[O:24])[CH:15]=3)[CH2:10]2)[CH:3]=[C:2]([Cl:1])[CH:7]=1, predict the reactants needed to synthesize it. (2) The reactants are: [OH:1][CH2:2][C:3]1[CH:8]=[CH:7][N:6]=[C:5]([C:9]([O:11][CH2:12][CH3:13])=[O:10])[CH:4]=1.[Cl:14][C:15]1[CH:20]=[C:19]([F:21])[CH:18]=[CH:17][C:16]=1O.C(OC(N1CCCC(COC2C=CC=CC=2Cl)C1)=O)(C)(C)C. Given the product [Cl:14][C:15]1[CH:20]=[C:19]([F:21])[CH:18]=[CH:17][C:16]=1[O:1][CH2:2][C:3]1[CH:8]=[CH:7][N:6]=[C:5]([C:9]([O:11][CH2:12][CH3:13])=[O:10])[CH:4]=1, predict the reactants needed to synthesize it. (3) Given the product [F:1][C:2]1[CH:7]=[CH:6][C:5]([CH2:8][CH2:9][N:10]([CH3:24])[S:11]([C:14]2[CH:18]=[C:17]([C:19](=[N:26][OH:27])[CH:20]([CH3:22])[CH3:21])[S:16][CH:15]=2)(=[O:13])=[O:12])=[CH:4][CH:3]=1, predict the reactants needed to synthesize it. The reactants are: [F:1][C:2]1[CH:7]=[CH:6][C:5]([CH2:8][CH2:9][N:10]([CH3:24])[S:11]([C:14]2[CH:18]=[C:17]([C:19](=O)[CH:20]([CH3:22])[CH3:21])[S:16][CH:15]=2)(=[O:13])=[O:12])=[CH:4][CH:3]=1.Cl.[NH2:26][OH:27].C([O-])(=O)C.[Na+].